Dataset: Forward reaction prediction with 1.9M reactions from USPTO patents (1976-2016). Task: Predict the product of the given reaction. Given the reactants [CH3:1][N:2]1[CH2:7][CH2:6][N:5]([C:8]2[CH:9]=[N:10][C:11](C3C([N+]([O-])=O)=CNN=3)=[CH:12][CH:13]=2)[CH2:4][CH2:3]1.CO.C[N:25]([CH:27]=O)C, predict the reaction product. The product is: [CH3:1][N:2]1[CH2:3][CH2:4][N:5]([C:8]2[CH:13]=[CH:12][C:11]([NH:5][C:4]3[CH:3]=[N:2][NH:25][CH:27]=3)=[N:10][CH:9]=2)[CH2:6][CH2:7]1.